Dataset: Forward reaction prediction with 1.9M reactions from USPTO patents (1976-2016). Task: Predict the product of the given reaction. (1) Given the reactants [N:1]1[C:10]2[NH:9][CH2:8][CH2:7][CH2:6][C:5]=2[CH:4]=[CH:3][C:2]=1[CH2:11][CH2:12][CH2:13][C:14]([NH:16][NH2:17])=[O:15].[O:18]1[C:22]2[CH:23]=[CH:24][C:25]([CH:27]3[CH2:32][C:31](=O)[O:30][C:29](=[O:34])[CH2:28]3)=[CH:26][C:21]=2[O:20][CH2:19]1.[C:35]([OH:41])([C:37]([F:40])([F:39])[F:38])=[O:36], predict the reaction product. The product is: [F:38][C:37]([F:40])([F:39])[C:35]([OH:41])=[O:36].[O:18]1[C:22]2[CH:23]=[CH:24][C:25]([CH:27]([CH2:32][C:31]3[O:15][C:14]([CH2:13][CH2:12][CH2:11][C:2]4[CH:3]=[CH:4][C:5]5[CH2:6][CH2:7][CH2:8][NH:9][C:10]=5[N:1]=4)=[N:16][N:17]=3)[CH2:28][C:29]([OH:34])=[O:30])=[CH:26][C:21]=2[O:20][CH2:19]1. (2) Given the reactants [O:1]=[C:2]1[NH:11][C:10]2[N:9]=[C:8]([O:12][CH2:13][CH2:14][CH2:15][CH:16]=O)[CH:7]=[CH:6][C:5]=2[CH2:4][CH2:3]1.[CH:18]1([C:21]2[N:26]=[C:25]([N:27]3[CH2:32][CH2:31][NH:30][CH2:29][CH2:28]3)[CH:24]=[CH:23][CH:22]=2)[CH2:20][CH2:19]1.[BH-](OC(C)=O)(OC(C)=O)OC(C)=O.[Na+], predict the reaction product. The product is: [CH:18]1([C:21]2[N:26]=[C:25]([N:27]3[CH2:32][CH2:31][N:30]([CH2:16][CH2:15][CH2:14][CH2:13][O:12][C:8]4[N:9]=[C:10]5[C:5]([CH2:4][CH2:3][C:2](=[O:1])[NH:11]5)=[CH:6][CH:7]=4)[CH2:29][CH2:28]3)[CH:24]=[CH:23][CH:22]=2)[CH2:20][CH2:19]1. (3) The product is: [NH2:21][CH2:20][CH2:19][C@H:18]([N:15]1[CH2:16][CH2:17][CH:12]([NH:10][C:7]2[CH:8]=[CH:9][C:4]([O:3][CH2:2][CH3:1])=[CH:5][CH:6]=2)[CH2:13][CH2:14]1)[CH3:22]. Given the reactants [CH3:1][CH2:2][O:3][C:4]1[CH:5]=[CH:6][C:7]([NH2:10])=[CH:8][CH:9]=1.O=[C:12]1[CH2:17][CH2:16][N:15]([C@H:18]([CH3:22])[CH2:19][C:20]#[N:21])[CH2:14][CH2:13]1, predict the reaction product. (4) The product is: [CH3:13][S:10]([C@H:8]1[CH2:7][N:6]([C:14]2[N:15]([C:20]3[CH:21]=[CH:22][C:23]([C:26]([F:29])([F:27])[F:28])=[CH:24][CH:25]=3)[N:16]=[C:17]([CH3:19])[CH:18]=2)[C@H:5]([C:3]([OH:4])=[O:2])[CH2:9]1)(=[O:11])=[O:12]. Given the reactants C[O:2][C:3]([C@@H:5]1[CH2:9][C@@H:8]([S:10]([CH3:13])(=[O:12])=[O:11])[CH2:7][N:6]1[C:14]1[N:15]([C:20]2[CH:25]=[CH:24][C:23]([C:26]([F:29])([F:28])[F:27])=[CH:22][CH:21]=2)[N:16]=[C:17]([CH3:19])[CH:18]=1)=[O:4].[OH-].[Li+], predict the reaction product. (5) Given the reactants [O:1]=[C:2]1[CH2:6][CH2:5][CH2:4][N:3]1[C:7]([O:9][C:10]([CH3:13])([CH3:12])[CH3:11])=[O:8].[F:14][C:15]1[CH:16]=[C:17]([Mg]Br)[CH:18]=[CH:19][CH:20]=1, predict the reaction product. The product is: [F:14][C:15]1[CH:20]=[C:19]([C:2](=[O:1])[CH2:6][CH2:5][CH2:4][NH:3][C:7](=[O:8])[O:9][C:10]([CH3:13])([CH3:12])[CH3:11])[CH:18]=[CH:17][CH:16]=1. (6) Given the reactants [CH3:1][C:2]1[CH:6]=[C:5]([CH3:7])[N:4]([C:8]2[CH:13]=[CH:12][C:11]([C:14]([O:16]C)=[O:15])=[CH:10][C:9]=2[OH:18])[N:3]=1.[OH-].[Na+].O.Cl, predict the reaction product. The product is: [CH3:1][C:2]1[CH:6]=[C:5]([CH3:7])[N:4]([C:8]2[CH:13]=[CH:12][C:11]([C:14]([OH:16])=[O:15])=[CH:10][C:9]=2[OH:18])[N:3]=1.